From a dataset of Full USPTO retrosynthesis dataset with 1.9M reactions from patents (1976-2016). Predict the reactants needed to synthesize the given product. (1) Given the product [Br:1][C:2]1[CH:7]=[CH:6][N:5]=[C:4]([CH:8]=[O:9])[CH:3]=1, predict the reactants needed to synthesize it. The reactants are: [Br:1][C:2]1[CH:7]=[CH:6][N:5]=[C:4]([CH2:8][OH:9])[CH:3]=1. (2) Given the product [NH:5]([C:6]1[CH:7]=[CH:8][C:9]([NH:12][C:13]([CH:15]2[CH2:16][CH2:17][CH2:18][CH2:19][CH2:20]2)=[O:14])=[N:10][CH:11]=1)[NH2:1], predict the reactants needed to synthesize it. The reactants are: [N:1]([O-])=O.[Na+].[NH2:5][C:6]1[CH:7]=[CH:8][C:9]([NH:12][C:13]([CH:15]2[CH2:20][CH2:19][CH2:18][CH2:17][CH2:16]2)=[O:14])=[N:10][CH:11]=1.[Sn](Cl)Cl.[OH-].[K+]. (3) Given the product [F:27][C:28]1[CH:33]=[CH:32][C:31]([CH:34]([I:25])[CH2:35][CH2:36][C:37]([O:39][CH3:40])=[O:38])=[CH:30][CH:29]=1, predict the reactants needed to synthesize it. The reactants are: C1(P(C2C=CC=CC=2)C2C=CC=CC=2)C=CC=CC=1.N1C=CN=C1.[I:25]I.[F:27][C:28]1[CH:33]=[CH:32][C:31]([CH:34](O)[CH2:35][CH2:36][C:37]([O:39][CH3:40])=[O:38])=[CH:30][CH:29]=1. (4) Given the product [C:1]([S:14][C:15]1[CH:23]=[CH:22][C:18]([C:19]([OH:21])=[O:20])=[CH:17][CH:16]=1)(=[O:3])[CH3:2], predict the reactants needed to synthesize it. The reactants are: [C:1](OC(=O)C)(=[O:3])[CH3:2].N1C=CC=CC=1.[SH:14][C:15]1[CH:23]=[CH:22][C:18]([C:19]([OH:21])=[O:20])=[CH:17][CH:16]=1. (5) Given the product [CH:13]1([C:19]2[NH:8][C:7]3[C:2]([CH:20]=2)=[CH:3][C:4]([CH3:12])=[CH:5][C:6]=3[N+:9]([O-:11])=[O:10])[CH2:18][CH2:17][CH2:16][CH2:15][CH2:14]1, predict the reactants needed to synthesize it. The reactants are: I[C:2]1[C:7]([NH2:8])=[C:6]([N+:9]([O-:11])=[O:10])[CH:5]=[C:4]([CH3:12])[CH:3]=1.[CH:13]1([C:19]#[CH:20])[CH2:18][CH2:17][CH2:16][CH2:15][CH2:14]1. (6) The reactants are: C(OC(N1CCN[C@@H](C)C1)=O)(C)(C)C.[ClH:15].[CH3:16][CH:17]1[CH2:22][NH:21][CH2:20][CH:19](C)[N:18]1[C:24]1[N:29]=[CH:28][CH:27]=[CH:26][N:25]=1. Given the product [ClH:15].[CH3:16][C@@H:17]1[N:18]([C:24]2[N:25]=[CH:26][CH:27]=[CH:28][N:29]=2)[CH2:19][CH2:20][NH:21][CH2:22]1, predict the reactants needed to synthesize it.